Dataset: Forward reaction prediction with 1.9M reactions from USPTO patents (1976-2016). Task: Predict the product of the given reaction. Given the reactants Br[CH2:2][C:3]1[CH:12]=[CH:11][C:10]([O:13][CH3:14])=[CH:9][C:4]=1[C:5](OC)=[O:6].[NH3:15].CO, predict the reaction product. The product is: [CH3:14][O:13][C:10]1[CH:9]=[C:4]2[C:3]([CH2:2][NH:15][C:5]2=[O:6])=[CH:12][CH:11]=1.